This data is from Reaction yield outcomes from USPTO patents with 853,638 reactions. The task is: Predict the reaction yield, written as a fraction of the theoretical maximum amount of product (1.0 means a 100% yield; for example, 0.34 means a 34% yield). The reactants are Cl[CH2:2][CH2:3][NH:4][C:5]([NH:7][CH:8]1[CH2:13][CH2:12][O:11][CH2:10][CH2:9]1)=[O:6].[H-].[Na+]. The catalyst is C1COCC1. The product is [O:11]1[CH2:12][CH2:13][CH:8]([N:7]2[CH2:2][CH2:3][NH:4][C:5]2=[O:6])[CH2:9][CH2:10]1. The yield is 0.640.